Dataset: Reaction yield outcomes from USPTO patents with 853,638 reactions. Task: Predict the reaction yield, written as a fraction of the theoretical maximum amount of product (1.0 means a 100% yield; for example, 0.34 means a 34% yield). (1) The reactants are [NH2:1][C:2]1[CH:3]=[C:4]([OH:8])[CH:5]=[CH:6][CH:7]=1.[H-].[Na+].[ClH:11].[CH3:12][N:13]([CH3:17])[CH2:14][CH2:15][Cl:16].Cl. The catalyst is CN(C=O)C.O. The product is [ClH:16].[ClH:11].[CH3:12][N:13]([CH3:17])[CH2:14][CH2:15][O:8][C:4]1[CH:3]=[C:2]([CH:7]=[CH:6][CH:5]=1)[NH2:1]. The yield is 0.560. (2) The product is [Cl:1][C:2]1[C:3]([CH2:9][CH:10]([CH3:12])[CH3:11])=[N:4][CH:5]=[CH:6][CH:7]=1. The catalyst is C1COCC1.[Ag]=O. The reactants are [Cl:1][C:2]1[C:3](I)=[N:4][CH:5]=[CH:6][CH:7]=1.[CH2:9](B(O)O)[CH:10]([CH3:12])[CH3:11].C(=O)([O-])[O-].[K+].[K+].CCOC(C)=O. The yield is 0.530. (3) The reactants are Br[C:2]1[S:6][C:5]([NH:7][C:8]([NH:10][C:11]2[CH:16]=[CH:15][C:14]([CH3:17])=[CH:13][C:12]=2[C:18]([CH:20]2[CH2:24][CH2:23][CH2:22][CH2:21]2)=[O:19])=[O:9])=[N:4][CH:3]=1.[CH3:25][O:26][C:27](=[O:35])[C:28]1[CH:33]=[CH:32][CH:31]=[N:30][C:29]=1[SH:34]. No catalyst specified. The product is [CH3:25][O:26][C:27](=[O:35])[C:28]1[CH:33]=[CH:32][CH:31]=[N:30][C:29]=1[S:34][C:2]1[S:6][C:5]([NH:7][C:8]([NH:10][C:11]2[CH:16]=[CH:15][C:14]([CH3:17])=[CH:13][C:12]=2[C:18]([CH:20]2[CH2:24][CH2:23][CH2:22][CH2:21]2)=[O:19])=[O:9])=[N:4][CH:3]=1. The yield is 0.250. (4) The reactants are O[Li].O.[Br:4][C:5]1[CH:6]=[CH:7][C:8]2[N:9]([CH2:19][CH:20]3[O:24]C(=O)[N:22]([C:26]4[CH:31]=[CH:30][CH:29]=[CH:28][N:27]=4)[CH2:21]3)[C:10]3[C:15]([C:16]=2[CH:17]=1)=[CH:14][C:13]([Br:18])=[CH:12][CH:11]=3.O. The catalyst is C1COCC1. The product is [Br:18][C:13]1[CH:12]=[CH:11][C:10]2[N:9]([CH2:19][CH:20]([OH:24])[CH2:21][NH:22][C:26]3[CH:31]=[CH:30][CH:29]=[CH:28][N:27]=3)[C:8]3[C:16]([C:15]=2[CH:14]=1)=[CH:17][C:5]([Br:4])=[CH:6][CH:7]=3. The yield is 0.410. (5) The product is [CH3:54][C:55]1([OH:59])[CH2:58][N:57]([C:2]2[CH:7]=[N:6][C:5]([N+:8]([O-:10])=[O:9])=[CH:4][CH:3]=2)[CH2:56]1. The yield is 0.710. The catalyst is O1CCOCC1.C1C=CC(/C=C/C(/C=C/C2C=CC=CC=2)=O)=CC=1.C1C=CC(/C=C/C(/C=C/C2C=CC=CC=2)=O)=CC=1.C1C=CC(/C=C/C(/C=C/C2C=CC=CC=2)=O)=CC=1.[Pd].[Pd]. The reactants are Br[C:2]1[CH:3]=[CH:4][C:5]([N+:8]([O-:10])=[O:9])=[N:6][CH:7]=1.CC1(C)C2C(=C(P(C3C=CC=CC=3)C3C=CC=CC=3)C=CC=2)OC2C(P(C3C=CC=CC=3)C3C=CC=CC=3)=CC=CC1=2.Cl.[CH3:54][C:55]1([OH:59])[CH2:58][NH:57][CH2:56]1.C([O-])([O-])=O.[Cs+].[Cs+]. (6) The product is [Cl:1][C:2]1[CH:3]=[C:4]2[C:8](=[CH:9][CH:10]=1)[N:7]([CH2:11][C:12]#[N:13])[CH:6]=[C:5]2[S:14]([CH3:15])=[O:16]. The reactants are [Cl:1][C:2]1[CH:3]=[C:4]2[C:8](=[CH:9][CH:10]=1)[N:7]([CH2:11][C:12]#[N:13])[CH:6]=[C:5]2[S:14][CH3:15].[OH:16]OS([O-])=O.[K+]. The catalyst is CO.O. The yield is 0.800. (7) The reactants are [Cl:1][C:2]1[CH:3]=[CH:4][C:5]2[C:11](=[O:12])[CH2:10][CH2:9][CH2:8][NH:7][C:6]=2[CH:13]=1.[H-].[Na+].[CH3:16]I.O. The catalyst is CN(C=O)C. The product is [Cl:1][C:2]1[CH:3]=[CH:4][C:5]2[C:11](=[O:12])[CH2:10][CH2:9][CH2:8][N:7]([CH3:16])[C:6]=2[CH:13]=1. The yield is 0.420.